From a dataset of Full USPTO retrosynthesis dataset with 1.9M reactions from patents (1976-2016). Predict the reactants needed to synthesize the given product. (1) The reactants are: C([O:5][C:6](=[O:45])[C:7]1[CH:12]=[CH:11][C:10]([NH:13][C:14]([C@H:16]2[C@H:20]([C:21]3[CH:26]=[CH:25][CH:24]=[C:23]([Cl:27])[C:22]=3[F:28])[C@:19]([C:31]3[CH:36]=[CH:35][C:34]([Cl:37])=[CH:33][C:32]=3[F:38])([C:29]#[N:30])[C@H:18]([CH2:39][C:40]([CH3:43])([CH3:42])[CH3:41])[NH:17]2)=[O:15])=[CH:9][C:8]=1[F:44])(C)(C)C. Given the product [Cl:27][C:23]1[C:22]([F:28])=[C:21]([C@@H:20]2[C@:19]([C:31]3[CH:36]=[CH:35][C:34]([Cl:37])=[CH:33][C:32]=3[F:38])([C:29]#[N:30])[C@H:18]([CH2:39][C:40]([CH3:43])([CH3:42])[CH3:41])[NH:17][C@H:16]2[C:14]([NH:13][C:10]2[CH:11]=[CH:12][C:7]([C:6]([OH:45])=[O:5])=[C:8]([F:44])[CH:9]=2)=[O:15])[CH:26]=[CH:25][CH:24]=1, predict the reactants needed to synthesize it. (2) Given the product [Cl:1][C:2]1[CH:3]=[C:4]([C:8]2[N:9]=[C:10]([N:16]3[C:20]4[CH:21]=[C:22]([O:25][CH:26]5[CH2:27][CH2:28][N:29]([CH3:34])[CH2:30][CH2:31]5)[CH:23]=[CH:24][C:19]=4[N:18]=[CH:17]3)[S:11][C:12]=2[C:13]([NH2:15])=[O:14])[CH:5]=[CH:6][CH:7]=1, predict the reactants needed to synthesize it. The reactants are: [Cl:1][C:2]1[CH:3]=[C:4]([C:8]2[N:9]=[C:10]([N:16]3[C:20]4[CH:21]=[C:22]([O:25][CH:26]5[CH2:31][CH2:30][NH:29][CH2:28][CH2:27]5)[CH:23]=[CH:24][C:19]=4[N:18]=[CH:17]3)[S:11][C:12]=2[C:13]([NH2:15])=[O:14])[CH:5]=[CH:6][CH:7]=1.C=O.[C:34](O)(=O)C.C(O[BH-](OC(=O)C)OC(=O)C)(=O)C.[Na+]. (3) Given the product [OH:1][C:2]1[CH:10]=[CH:9][C:8]([O:11][C:12]([F:13])([F:14])[F:15])=[CH:7][C:3]=1[C:4]([O:6][CH3:17])=[O:5], predict the reactants needed to synthesize it. The reactants are: [OH:1][C:2]1[CH:10]=[CH:9][C:8]([O:11][C:12]([F:15])([F:14])[F:13])=[CH:7][C:3]=1[C:4]([OH:6])=[O:5].[Si](C=[N+]=[N-])(C)(C)[CH3:17].